Dataset: Forward reaction prediction with 1.9M reactions from USPTO patents (1976-2016). Task: Predict the product of the given reaction. (1) Given the reactants [C:1]([O:5][C:6]([N:8]([CH3:42])[C:9]1[N:14]=[C:13]([CH2:15][CH2:16][O:17][C:18]2[CH:40]=[CH:39][C:21]([CH2:22][C@@H:23]([C:35]([O:37][CH3:38])=[O:36])[NH:24][C:25](=[O:34])[C:26]3[C:31]([Cl:32])=[CH:30][CH:29]=[CH:28][C:27]=3[Cl:33])=[CH:20][C:19]=2I)[CH:12]=[CH:11][CH:10]=1)=[O:7])([CH3:4])([CH3:3])[CH3:2].[CH3:43]B1OB(C)OB(C)O1.C(Cl)Cl.C(=O)([O-])[O-].[Cs+].[Cs+], predict the reaction product. The product is: [C:1]([O:5][C:6]([N:8]([CH3:42])[C:9]1[N:14]=[C:13]([CH2:15][CH2:16][O:17][C:18]2[CH:40]=[CH:39][C:21]([CH2:22][C@@H:23]([C:35]([O:37][CH3:38])=[O:36])[NH:24][C:25](=[O:34])[C:26]3[C:31]([Cl:32])=[CH:30][CH:29]=[CH:28][C:27]=3[Cl:33])=[CH:20][C:19]=2[CH3:43])[CH:12]=[CH:11][CH:10]=1)=[O:7])([CH3:4])([CH3:3])[CH3:2]. (2) Given the reactants [CH3:1][O:2][C:3]1[CH:11]=[C:10]2[C:6]([C:7]3[CH:30]=[CH:29][N:28]=[C:27]([CH3:31])[C:8]=3[N:9]2[CH2:12][CH2:13][N:14]2[CH2:19][CH2:18][N:17](C(OC(C)(C)C)=O)[CH2:16][CH2:15]2)=[CH:5][CH:4]=1, predict the reaction product. The product is: [CH3:1][O:2][C:3]1[CH:11]=[C:10]2[C:6]([C:7]3[CH:30]=[CH:29][N:28]=[C:27]([CH3:31])[C:8]=3[N:9]2[CH2:12][CH2:13][N:14]2[CH2:15][CH2:16][NH:17][CH2:18][CH2:19]2)=[CH:5][CH:4]=1. (3) Given the reactants C(Cl)(=O)C(Cl)=O.CS(C)=O.[C:11]([O:19][C@H:20]([CH2:25][CH2:26][CH2:27][OH:28])[CH2:21][C:22]([Br:24])=[CH2:23])(=[O:18])[C:12]1[CH:17]=[CH:16][CH:15]=[CH:14][CH:13]=1.C(N(CC)CC)C, predict the reaction product. The product is: [C:11]([O:19][C@H:20]([CH2:25][CH2:26][CH:27]=[O:28])[CH2:21][C:22]([Br:24])=[CH2:23])(=[O:18])[C:12]1[CH:17]=[CH:16][CH:15]=[CH:14][CH:13]=1. (4) Given the reactants [C:1]([C:5]1[CH:12]=[CH:11][C:8]([C:9]#N)=[CH:7][N:6]=1)([CH3:4])([CH3:3])[CH3:2].[OH-:13].[Na+].[OH2:15], predict the reaction product. The product is: [C:1]([C:5]1[CH:12]=[CH:11][C:8]([C:9]([OH:15])=[O:13])=[CH:7][N:6]=1)([CH3:4])([CH3:3])[CH3:2]. (5) The product is: [NH2:1][C:2]1[N:16]=[CH:15][C:14]([C:27]2[CH:32]=[CH:31][CH:30]=[C:29]([S:33](=[O:35])(=[O:34])[NH2:36])[CH:28]=2)=[CH:13][C:3]=1[C:4]([NH:6][C:7]1[CH:12]=[CH:11][N:10]=[CH:9][CH:8]=1)=[O:5]. Given the reactants [NH2:1][C:2]1[N:16]=[CH:15][C:14](Br)=[CH:13][C:3]=1[C:4]([NH:6][C:7]1[CH:12]=[CH:11][N:10]=[CH:9][CH:8]=1)=[O:5].B1([C:27]2[CH:32]=[CH:31][CH:30]=[C:29]([S:33]([NH2:36])(=[O:35])=[O:34])[CH:28]=2)OC(C)(C)C(C)(C)O1, predict the reaction product. (6) Given the reactants [Cl:1][C:2]1[CH:3]=[N+:4]([O-:31])[CH:5]=[C:6]([Cl:30])[C:7]=1[CH2:8][C@H:9]([O:20][C:21]([C:23]1[S:24][C:25]([CH:28]=O)=[CH:26][CH:27]=1)=[O:22])[C:10]1[CH:15]=[CH:14][C:13]([O:16][CH3:17])=[C:12]([O:18][CH3:19])[CH:11]=1.[F:32][C:33]1[CH:39]=[CH:38][CH:37]=[CH:36][C:34]=1[NH2:35].C(O)(=O)C.C(O[BH-](OC(=O)C)OC(=O)C)(=O)C.[Na+], predict the reaction product. The product is: [Cl:30][C:6]1[CH:5]=[N+:4]([O-:31])[CH:3]=[C:2]([Cl:1])[C:7]=1[CH2:8][C@H:9]([O:20][C:21]([C:23]1[S:24][C:25]([CH2:28][NH:35][C:34]2[CH:36]=[CH:37][CH:38]=[CH:39][C:33]=2[F:32])=[CH:26][CH:27]=1)=[O:22])[C:10]1[CH:15]=[CH:14][C:13]([O:16][CH3:17])=[C:12]([O:18][CH3:19])[CH:11]=1. (7) Given the reactants [OH:1][CH2:2][CH2:3][C:4]1[CH:9]=[CH:8][C:7]([OH:10])=[CH:6][CH:5]=1.Cl[C:12]1[N:17]=[C:16]([C:18]([F:21])([F:20])[F:19])[CH:15]=[CH:14][N:13]=1, predict the reaction product. The product is: [F:19][C:18]([F:21])([F:20])[C:16]1[CH:15]=[CH:14][N:13]=[C:12]([O:10][C:7]2[CH:8]=[CH:9][C:4]([CH2:3][CH2:2][OH:1])=[CH:5][CH:6]=2)[N:17]=1. (8) Given the reactants [CH2:1]([N:8]([C:30]1[CH:31]=[CH:32][C:33]([OH:39])=[C:34]([CH:38]=1)[C:35]([OH:37])=[O:36])[C:9](=[O:29])[CH2:10][N:11]([CH2:22]C1C=CC=CC=1)[S:12]([C:15]1[CH:20]=[CH:19][C:18]([CH3:21])=[CH:17][CH:16]=1)(=[O:14])=[O:13])[C:2]1[CH:7]=[CH:6][CH:5]=[CH:4][CH:3]=1.[C:40](#N)[CH3:41], predict the reaction product. The product is: [CH:41]1([C:5]2[CH:4]=[CH:3][C:2]([CH2:1][N:8]([C:30]3[CH:31]=[CH:32][C:33]([OH:39])=[C:34]([CH:38]=3)[C:35]([OH:37])=[O:36])[C:9](=[O:29])[CH2:10][N:11]([CH3:22])[S:12]([C:15]3[CH:16]=[CH:17][C:18]([CH3:21])=[CH:19][CH:20]=3)(=[O:13])=[O:14])=[CH:7][CH:6]=2)[CH2:40][CH2:4][CH2:3][CH2:2][CH2:1]1. (9) Given the reactants [CH2:1]([N:4]([CH2:12][C:13]([C:15]1[CH:20]=[CH:19][CH:18]=[CH:17][CH:16]=1)=O)[C:5](=[O:11])[O:6][C:7]([CH3:10])([CH3:9])[CH3:8])[CH:2]=[CH2:3].Cl.[NH2:22][OH:23].C([O-])(=O)C.[Na+], predict the reaction product. The product is: [CH2:1]([N:4]([CH2:12][C:13](=[N:22][OH:23])[C:15]1[CH:20]=[CH:19][CH:18]=[CH:17][CH:16]=1)[C:5](=[O:11])[O:6][C:7]([CH3:10])([CH3:9])[CH3:8])[CH:2]=[CH2:3]. (10) Given the reactants [OH:1][CH2:2][CH:3]1[C:15]2[CH:14]=[C:13]([NH2:16])[CH:12]=[CH:11][C:10]=2[C:9]2[C:4]1=[CH:5][C:6]([NH2:17])=[CH:7][CH:8]=2.[C:18]1(=[O:25])[O:24][C:22](=[O:23])[CH2:21][CH2:20][CH2:19]1.C1C=[C:30]2[C:32]([C:34]([OH:38])([OH:37])[C:35](=[O:36])[C:29]2=CC=1)=O.C(OCC)(=O)C.CO.C(O)(=O)C, predict the reaction product. The product is: [OH:1][CH2:2][CH:3]1[C:4]2[CH:5]=[C:6]([NH:17][C:35](=[O:36])[CH2:29][CH2:30][CH2:32][C:34]([OH:38])=[O:37])[CH:7]=[CH:8][C:9]=2[C:10]2[C:15]1=[CH:14][C:13]([NH:16][C:18](=[O:25])[CH2:19][CH2:20][CH2:21][C:22]([OH:24])=[O:23])=[CH:12][CH:11]=2.